This data is from Forward reaction prediction with 1.9M reactions from USPTO patents (1976-2016). The task is: Predict the product of the given reaction. Given the reactants [NH2:1][C:2]1[S:3][C:4]([C:17]2[CH:22]=[CH:21][CH:20]=[C:19]([F:23])[CH:18]=2)=[C:5]([C:7]([N:9]2[C@H:14]([CH2:15][NH2:16])[CH2:13][C@H:12]3[C@@H:10]2[CH2:11]3)=[O:8])[N:6]=1.[F:24][C:25]1[CH:26]=[C:27]2[C:31](=[CH:32][CH:33]=1)[N:30]([CH3:34])[C:29]([C:35](O)=[O:36])=[CH:28]2, predict the reaction product. The product is: [NH2:1][C:2]1[S:3][C:4]([C:17]2[CH:22]=[CH:21][CH:20]=[C:19]([F:23])[CH:18]=2)=[C:5]([C:7]([N:9]2[C@H:14]([CH2:15][NH:16][C:35]([C:29]3[N:30]([CH3:34])[C:31]4[C:27]([CH:28]=3)=[CH:26][C:25]([F:24])=[CH:33][CH:32]=4)=[O:36])[CH2:13][C@H:12]3[C@@H:10]2[CH2:11]3)=[O:8])[N:6]=1.